The task is: Predict the reaction yield, written as a fraction of the theoretical maximum amount of product (1.0 means a 100% yield; for example, 0.34 means a 34% yield).. This data is from Reaction yield outcomes from USPTO patents with 853,638 reactions. (1) The reactants are C[O:2][C:3](=[O:20])[C:4]1[CH:9]=[CH:8][C:7](Cl)=[N:6][C:5]=1[NH:11][C:12]1[CH:17]=[CH:16][C:15]([Br:18])=[CH:14][C:13]=1[F:19].BrC1C=CC(NC2N=C(Cl)C=CC=2C(O)=[O:32])=C(F)C=1.C[Si](C=[N+]=[N-])(C)C. The catalyst is CO.C1C=CC=CC=1. The product is [Br:18][C:15]1[CH:16]=[CH:17][C:12]([NH:11][C:5]2[NH:6][C:7](=[O:32])[CH:8]=[CH:9][C:4]=2[C:3]([OH:2])=[O:20])=[C:13]([F:19])[CH:14]=1. The yield is 0.930. (2) The reactants are Cl.C[O:3][C:4]([C:6]1[CH:11]=[C:10]([Cl:12])[CH:9]=[CH:8][N:7]=1)=O.[CH3:13][NH2:14]. The catalyst is CO.O1CCCC1. The product is [CH3:13][NH:14][C:4]([C:6]1[CH:11]=[C:10]([Cl:12])[CH:9]=[CH:8][N:7]=1)=[O:3]. The yield is 0.805. (3) The reactants are Cl[C:2]1[CH:3]=[C:4]([CH:8]=[C:9]([C:11]2[CH:12]=[CH:13][C:14]3[O:18][C:17]([C:19]4[CH:24]=[CH:23][C:22]([F:25])=[CH:21][CH:20]=4)=[C:16]([C:26](=[O:29])[NH:27][CH3:28])[C:15]=3[CH:30]=2)[CH:10]=1)[C:5](O)=[O:6].[CH3:31][CH:32]([CH3:35])[CH2:33][NH2:34].C(N(C(C)C)C(C)C)C.CN(C(ON1N=NC2C=CC=NC1=2)=[N+](C)C)C.F[P-](F)(F)(F)(F)F.[Cl:69]CCl. The catalyst is C(#N)C.CN(C=O)C. The product is [Cl:69][C:3]1[CH:2]=[CH:10][C:9]([C:11]2[CH:12]=[CH:13][C:14]3[O:18][C:17]([C:19]4[CH:24]=[CH:23][C:22]([F:25])=[CH:21][CH:20]=4)=[C:16]([C:26]([NH:27][CH3:28])=[O:29])[C:15]=3[CH:30]=2)=[CH:8][C:4]=1[C:5](=[O:6])[NH:34][CH2:33][CH:32]([CH3:35])[CH3:31]. The yield is 0.520. (4) The reactants are [CH2:1]([C:5]1[CH:6]=[C:7]([CH:9]=[CH:10][C:11]=1[C:12](F)([C:17]([F:20])([F:19])[F:18])[C:13]([F:16])([F:15])[F:14])[NH2:8])[CH:2]([CH3:4])[CH3:3].[CH3:22][OH:23]. The catalyst is C[O-].[Na+]. The product is [CH2:1]([C:5]1[CH:6]=[C:7]([CH:9]=[CH:10][C:11]=1[C:12]([O:23][CH3:22])([C:17]([F:20])([F:19])[F:18])[C:13]([F:16])([F:15])[F:14])[NH2:8])[CH:2]([CH3:4])[CH3:3]. The yield is 0.790. (5) The reactants are [CH3:1][C:2]1[CH:6]=[C:5]([N:7]2[CH2:11][CH2:10][NH:9][C:8]2=[O:12])[S:4][C:3]=1[C:13]([O:15][CH2:16][CH3:17])=[O:14].[H-].[Na+].[F:20][C:21]([F:31])([F:30])[C:22]1[CH:29]=[CH:28][C:25]([CH2:26]Br)=[CH:24][CH:23]=1. The product is [CH3:1][C:2]1[CH:6]=[C:5]([N:7]2[CH2:11][CH2:10][N:9]([CH2:26][C:25]3[CH:24]=[CH:23][C:22]([C:21]([F:20])([F:30])[F:31])=[CH:29][CH:28]=3)[C:8]2=[O:12])[S:4][C:3]=1[C:13]([O:15][CH2:16][CH3:17])=[O:14]. The yield is 0.890. The catalyst is CN(C)C=O.